From a dataset of Forward reaction prediction with 1.9M reactions from USPTO patents (1976-2016). Predict the product of the given reaction. (1) Given the reactants [C:1]([N:4]1[C:13]2[C:8](=[CH:9][C:10]([C:14]3[CH:23]=[CH:22][C:17]([C:18]([O:20][CH3:21])=[O:19])=[CH:16][CH:15]=3)=[CH:11][CH:12]=2)[C@H:7]([NH:24][C:25]2[CH:30]=[CH:29][C:28]([N+:31]([O-])=O)=[CH:27][N:26]=2)[CH2:6][C@@H:5]1[CH3:34])(=[O:3])[CH3:2].C([O-])=O.[NH4+], predict the reaction product. The product is: [C:1]([N:4]1[C:13]2[C:8](=[CH:9][C:10]([C:14]3[CH:23]=[CH:22][C:17]([C:18]([O:20][CH3:21])=[O:19])=[CH:16][CH:15]=3)=[CH:11][CH:12]=2)[C@H:7]([NH:24][C:25]2[CH:30]=[CH:29][C:28]([NH2:31])=[CH:27][N:26]=2)[CH2:6][C@@H:5]1[CH3:34])(=[O:3])[CH3:2]. (2) Given the reactants Cl[C:2]1[C:3]2[C:10]([I:11])=[CH:9][N:8]([C@@H:12]3[O:18][C@H:17]([CH2:19][OH:20])[C@@H:15]([OH:16])[C@@:13]3([CH3:21])[OH:14])[C:4]=2[N:5]=[CH:6][N:7]=1.[NH3:22], predict the reaction product. The product is: [NH2:22][C:2]1[C:3]2[C:10]([I:11])=[CH:9][N:8]([C@@H:12]3[O:18][C@H:17]([CH2:19][OH:20])[C@@H:15]([OH:16])[C@@:13]3([CH3:21])[OH:14])[C:4]=2[N:5]=[CH:6][N:7]=1.